From a dataset of Catalyst prediction with 721,799 reactions and 888 catalyst types from USPTO. Predict which catalyst facilitates the given reaction. (1) Product: [CH2:9]([O:8][C:6]([C:5]1[C:4](=[O:15])[C:22]2[C:17](=[CH:18][CH:19]=[CH:20][CH:21]=2)[NH:16][CH:11]=1)=[O:7])[CH3:10]. Reactant: C(O[C:4](=[O:15])[C:5](=[CH:11]OCC)[C:6]([O:8][CH2:9][CH3:10])=[O:7])C.[NH2:16][C:17]1[CH:22]=[CH:21][CH:20]=[CH:19][CH:18]=1. The catalyst class is: 400. (2) Reactant: Cl[CH2:2][C:3]1[CH:4]=[N:5][CH:6]=[N:7][CH:8]=1.[CH2:9]([NH2:11])[CH3:10]. Product: [CH2:9]([NH:11][CH2:2][C:3]1[CH:4]=[N:5][CH:6]=[N:7][CH:8]=1)[CH3:10]. The catalyst class is: 1.